From a dataset of Forward reaction prediction with 1.9M reactions from USPTO patents (1976-2016). Predict the product of the given reaction. Given the reactants ClC1C=C(C2ON=C(CN3CCCCN4C(C5C=CN=CC=5)=NN=C34)N=2)C=CC=1.Cl[CH2:31][C:32]1[N:36]=[C:35]([C:37]2[CH:42]=[CH:41][CH:40]=[C:39]([Cl:43])[CH:38]=2)[O:34][N:33]=1.[F:44][C:45]([F:57])([F:56])[C:46]1[N:50]2[CH2:51][CH2:52][CH2:53][CH2:54][NH:55][C:49]2=[N:48][N:47]=1, predict the reaction product. The product is: [Cl:43][C:39]1[CH:38]=[C:37]([C:35]2[O:34][N:33]=[C:32]([CH2:31][N:55]3[CH2:54][CH2:53][CH2:52][CH2:51][N:50]4[C:46]([C:45]([F:57])([F:44])[F:56])=[N:47][N:48]=[C:49]34)[N:36]=2)[CH:42]=[CH:41][CH:40]=1.